From a dataset of Full USPTO retrosynthesis dataset with 1.9M reactions from patents (1976-2016). Predict the reactants needed to synthesize the given product. Given the product [CH3:23][O:22][C:19]1[C:20]2[N:21]=[C:13]([C:4]3[N:3]([CH3:24])[C:2]([C:27]4[CH:28]=[CH:29][S:25][CH:26]=4)=[N:6][C:5]=3[C:7]3[CH:12]=[CH:11][CH:10]=[CH:9][CH:8]=3)[S:14][C:15]=2[N:16]=[CH:17][N:18]=1, predict the reactants needed to synthesize it. The reactants are: Br[C:2]1[N:3]([CH3:24])[C:4]([C:13]2[S:14][C:15]3[N:16]=[CH:17][N:18]=[C:19]([O:22][CH3:23])[C:20]=3[N:21]=2)=[C:5]([C:7]2[CH:12]=[CH:11][CH:10]=[CH:9][CH:8]=2)[N:6]=1.[S:25]1[CH:29]=[CH:28][C:27](B(O)O)=[CH:26]1.C(=O)([O-])[O-].[K+].[K+].[O-]S([O-])(=O)=O.[Mg+2].